Predict the product of the given reaction. From a dataset of Forward reaction prediction with 1.9M reactions from USPTO patents (1976-2016). (1) Given the reactants [N:7]1([N:7]2[CH2:12][CH2:11][CH2:10][CH2:9][CH2:8]2)[CH2:12][CH2:11][CH2:10][CH2:9][CH2:8]1.Cl[C:14]1[C:27]2[C:26](=[O:28])[C:25]3[C:20](=[CH:21][CH:22]=[CH:23][CH:24]=3)[C:19](=[O:29])[C:18]=2[CH:17]=[CH:16][CH:15]=1, predict the reaction product. The product is: [NH:7]1[CH2:12][CH2:11][CH:10]([CH:10]2[CH2:9][CH2:8][N:7]([C:14]3[C:27]4[C:26](=[O:28])[C:25]5[C:20](=[CH:21][CH:22]=[CH:23][CH:24]=5)[C:19](=[O:29])[C:18]=4[CH:17]=[CH:16][CH:15]=3)[CH2:12][CH2:11]2)[CH2:9][CH2:8]1. (2) Given the reactants C(=O)([O-])[O-].[Cs+].[Cs+].[CH2:7]([O:14][C:15]1[N:16]=[N:17][C:18](I)=[CH:19][CH:20]=1)[C:8]1[CH:13]=[CH:12][CH:11]=[CH:10][CH:9]=1.[C:22]([Si:24]([CH3:27])([CH3:26])[CH3:25])#[CH:23].N, predict the reaction product. The product is: [CH2:7]([O:14][C:15]1[N:16]=[N:17][C:18]([C:23]#[C:22][Si:24]([CH3:27])([CH3:26])[CH3:25])=[CH:19][CH:20]=1)[C:8]1[CH:13]=[CH:12][CH:11]=[CH:10][CH:9]=1. (3) Given the reactants [Cl:1][C:2]1[CH:3]=[C:4]([C:12]2[N:16]=[C:15]([CH:17]3[CH2:21][CH2:20][C:19](=O)[CH2:18]3)[O:14][N:13]=2)[CH:5]=[CH:6][C:7]=1[O:8][CH:9]([CH3:11])[CH3:10].C(O)(=O)C.[NH2:27][CH2:28][CH2:29][CH2:30][C:31]([OH:33])=[O:32].C([BH3-])#N.[Na+], predict the reaction product. The product is: [Cl:1][C:2]1[CH:3]=[C:4]([C:12]2[N:16]=[C:15]([CH:17]3[CH2:21][CH2:20][CH:19]([NH:27][CH2:28][CH2:29][CH2:30][C:31]([OH:33])=[O:32])[CH2:18]3)[O:14][N:13]=2)[CH:5]=[CH:6][C:7]=1[O:8][CH:9]([CH3:11])[CH3:10]. (4) Given the reactants [CH3:1][C:2]1[CH:14]=[CH:13][C:5]([NH:6][C:7]2[CH:12]=[CH:11][CH:10]=[CH:9][N:8]=2)=[C:4]([NH2:15])[CH:3]=1.[CH:16]1(/[CH:22]=[CH:23]/[C:24](Cl)=O)[CH2:21][CH2:20][CH2:19][CH2:18][CH2:17]1.N1C=CC=CC=1N1C2C=CC=CC=2N=C1/C=C/C1C=CC=CC=1.[C:50]([OH:55])(=[O:54])[C:51]([OH:53])=[O:52], predict the reaction product. The product is: [C:50]([OH:55])(=[O:54])[C:51]([OH:53])=[O:52].[CH:16]1(/[CH:22]=[CH:23]/[C:24]2[N:6]([C:7]3[CH:12]=[CH:11][CH:10]=[CH:9][N:8]=3)[C:5]3[CH:13]=[CH:14][C:2]([CH3:1])=[CH:3][C:4]=3[N:15]=2)[CH2:21][CH2:20][CH2:19][CH2:18][CH2:17]1. (5) Given the reactants [C:1]([C:3]1[N:7]2[N:8]=[C:9]([C:12]3[CH:17]=[CH:16][C:15]([C:18]([N:20]4[CH2:25][CH2:24][O:23][CH2:22][CH2:21]4)=[O:19])=[CH:14][CH:13]=3)[CH:10]=[CH:11][C:6]2=[N:5][CH:4]=1)#[CH:2].Br[C:27]1[CH:35]=[CH:34][CH:33]=[C:32]2[C:28]=1[CH:29]=[CH:30][NH:31]2, predict the reaction product. The product is: [NH:31]1[C:32]2[C:28](=[C:27]([C:2]#[C:1][C:3]3[N:7]4[N:8]=[C:9]([C:12]5[CH:13]=[CH:14][C:15]([C:18]([N:20]6[CH2:21][CH2:22][O:23][CH2:24][CH2:25]6)=[O:19])=[CH:16][CH:17]=5)[CH:10]=[CH:11][C:6]4=[N:5][CH:4]=3)[CH:35]=[CH:34][CH:33]=2)[CH:29]=[CH:30]1. (6) Given the reactants [C:1]1([C:11]2[CH:16]=[CH:15][CH:14]=[CH:13][CH:12]=2)[CH:6]=[CH:5][C:4]([S:7]([NH2:10])(=[O:9])=[O:8])=[CH:3][CH:2]=1.[H-].[Na+].[CH2:19]([C:21]1[N:31]([C:32]2[CH:37]=[CH:36][C:35]([CH2:38][CH2:39][NH:40][C:41](=O)[O:42]C3C=CC=CC=3)=[CH:34][CH:33]=2)[C:24]2=[N:25][C:26]([CH3:30])=[CH:27][C:28]([CH3:29])=[C:23]2[N:22]=1)[CH3:20].O, predict the reaction product. The product is: [C:1]1([C:11]2[CH:16]=[CH:15][CH:14]=[CH:13][CH:12]=2)[CH:6]=[CH:5][C:4]([S:7]([NH:10][C:41]([NH:40][CH2:39][CH2:38][C:35]2[CH:36]=[CH:37][C:32]([N:31]3[C:24]4=[N:25][C:26]([CH3:30])=[CH:27][C:28]([CH3:29])=[C:23]4[N:22]=[C:21]3[CH2:19][CH3:20])=[CH:33][CH:34]=2)=[O:42])(=[O:8])=[O:9])=[CH:3][CH:2]=1. (7) Given the reactants Br[C:2]1[C:3]([NH:9][CH:10]2[CH2:15][CH2:14][O:13][CH2:12][CH2:11]2)=[N:4][C:5]([NH2:8])=[N:6][CH:7]=1.[Cl:16][C:17]1[CH:18]=[N:19][CH:20]=[CH:21][C:22]=1B(O)O, predict the reaction product. The product is: [Cl:16][C:17]1[CH:18]=[N:19][CH:20]=[CH:21][C:22]=1[C:2]1[C:3]([NH:9][CH:10]2[CH2:15][CH2:14][O:13][CH2:12][CH2:11]2)=[N:4][C:5]([NH2:8])=[N:6][CH:7]=1.